Dataset: TCR-epitope binding with 47,182 pairs between 192 epitopes and 23,139 TCRs. Task: Binary Classification. Given a T-cell receptor sequence (or CDR3 region) and an epitope sequence, predict whether binding occurs between them. The epitope is YLQPRTFLL. The TCR CDR3 sequence is CASQEANTGELFF. Result: 1 (the TCR binds to the epitope).